From a dataset of Full USPTO retrosynthesis dataset with 1.9M reactions from patents (1976-2016). Predict the reactants needed to synthesize the given product. (1) Given the product [CH3:13][O:12][C:7]1[CH:8]=[CH:10][CH:3]=[CH:2][CH:1]=1.[CH3:1][C:22](=[O:21])[CH2:23][CH2:24][CH2:7][CH2:8][CH3:9], predict the reactants needed to synthesize it. The reactants are: [C:1]([O-])(=O)[C:2](C)=[CH2:3].[C:7]([O:12][CH2:13]CO)(=O)[C:8]([CH3:10])=[CH2:9].C([O:21][CH2:22][CH2:23][CH2:24][Si](OC)(OC)OC)(=O)C(C)=C. (2) The reactants are: [C:1]([C:5]1[CH:10]=[CH:9][CH:8]=[CH:7][C:6]=1[N:11]1[CH2:16][CH2:15][N:14]([C:17](=[O:34])[C:18]([NH:20][CH:21]2[CH2:26][CH2:25][N:24](C(OC(C)(C)C)=O)[CH2:23][CH2:22]2)=[O:19])[CH2:13][CH2:12]1)([CH3:4])([CH3:3])[CH3:2].[ClH:35].CCOC(C)=O. Given the product [ClH:35].[ClH:35].[C:1]([C:5]1[CH:10]=[CH:9][CH:8]=[CH:7][C:6]=1[N:11]1[CH2:12][CH2:13][N:14]([C:17](=[O:34])[C:18]([NH:20][CH:21]2[CH2:22][CH2:23][NH:24][CH2:25][CH2:26]2)=[O:19])[CH2:15][CH2:16]1)([CH3:4])([CH3:2])[CH3:3], predict the reactants needed to synthesize it. (3) Given the product [NH2:1][C:2]1[N:3]=[CH:4][C:5]2[CH2:11][N:10]([C:12]3[CH:13]=[C:14]([CH:18]=[CH:19][CH:20]=3)[C:15]([NH:60][C:59]3[CH:61]=[CH:62][CH:63]=[C:57]([CH:54]([CH3:56])[CH3:55])[CH:58]=3)=[O:17])[CH2:9][CH2:8][C:6]=2[N:7]=1, predict the reactants needed to synthesize it. The reactants are: [NH2:1][C:2]1[N:3]=[CH:4][C:5]2[CH2:11][N:10]([C:12]3[CH:13]=[C:14]([CH:18]=[CH:19][CH:20]=3)[C:15]([OH:17])=O)[CH2:9][CH2:8][C:6]=2[N:7]=1.C(N(CC)C(C)C)(C)C.CN(C(ON1N=NC2C=CC=CC1=2)=[N+](C)C)C.F[P-](F)(F)(F)(F)F.[CH:54]([C:57]1[CH:58]=[C:59]([CH:61]=[CH:62][CH:63]=1)[NH2:60])([CH3:56])[CH3:55]. (4) Given the product [C:18]([CH2:17][N:14]1[CH2:15][CH2:16][N:8]([CH2:7][C:6]([OH:59])=[O:5])[CH2:9][CH2:10][N:11]([CH2:25][CH:26]([NH:39][CH2:40][C:41]([OH:43])=[O:42])[CH2:27][CH2:28][CH2:29][C:30]2[CH:31]=[CH:32][C:33]([N+:36]([O-:38])=[O:37])=[CH:34][CH:35]=2)[CH2:12][CH2:13]1)([OH:24])=[O:19], predict the reactants needed to synthesize it. The reactants are: C([O:5][C:6](=[O:59])[CH2:7][N:8]1[CH2:16][CH2:15][N:14]([CH2:17][C:18](=[O:24])[O:19]C(C)(C)C)[CH2:13][CH2:12][N:11]([CH2:25][CH:26]([N:39](CC2C=CC(OC)=CC=2OC)[CH2:40][C:41]([O:43]C(C)(C)C)=[O:42])[CH2:27][CH2:28][CH2:29][C:30]2[CH:35]=[CH:34][C:33]([N+:36]([O-:38])=[O:37])=[CH:32][CH:31]=2)[CH2:10][CH2:9]1)(C)(C)C.Cl.